Dataset: Full USPTO retrosynthesis dataset with 1.9M reactions from patents (1976-2016). Task: Predict the reactants needed to synthesize the given product. (1) The reactants are: C[CH2:2][CH:3]([C:8]([O:10][CH2:11][CH3:12])=[O:9])[C:4]([O:6][CH3:7])=[O:5].[H-].[Na+].F[C:16]1[CH:21]=[CH:20][C:19]([N+:22]([O-:24])=[O:23])=[CH:18][CH:17]=1.[CH3:25]S(C)=O. Given the product [CH3:2][C:3]([C:16]1[CH:21]=[CH:20][C:19]([N+:22]([O-:24])=[O:23])=[CH:18][CH:17]=1)([C:4]([O:6][CH2:7][CH3:25])=[O:5])[C:8]([O:10][CH2:11][CH3:12])=[O:9], predict the reactants needed to synthesize it. (2) The reactants are: [CH:1]([CH:3]1[CH2:8][CH2:7][N:6]([C:9]([O:11][C:12]([CH3:15])([CH3:14])[CH3:13])=[O:10])[CH2:5][CH2:4]1)=O.[S:16]=[C:17]1[CH2:21][S:20][C:19](=[O:22])[NH:18]1.CC(C)([O-])C.[K+].C(O)(=O)C.O.C(OCC)(=O)C. Given the product [O:22]=[C:19]1[NH:18][C:17](=[S:16])/[C:21](=[CH:1]/[CH:3]2[CH2:8][CH2:7][N:6]([C:9]([O:11][C:12]([CH3:15])([CH3:14])[CH3:13])=[O:10])[CH2:5][CH2:4]2)/[S:20]1, predict the reactants needed to synthesize it. (3) Given the product [CH:22]([C:13]1[C:12]([C:10]2[O:1][N:2]=[C:3]([CH3:4])[N:5]=2)=[CH:20][N:19]2[C:14]=1[C:15](=[O:21])[NH:16][CH:17]=[N:18]2)([CH3:24])[CH3:23], predict the reactants needed to synthesize it. The reactants are: [OH:1][NH:2][C:3](=[NH:5])[CH3:4].[H-].[Na+].CO[C:10]([C:12]1[C:13]([CH:22]([CH3:24])[CH3:23])=[C:14]2[N:19]([CH:20]=1)[N:18]=[CH:17][NH:16][C:15]2=[O:21])=O. (4) Given the product [Cl:13][C:14]1[N:19]=[CH:18][C:17]([N:20]2[C:9](=[O:11])[C:5]3[S:6][CH:7]=[CH:8][C:4]=3[NH:1][C:2]2=[S:3])=[CH:16][CH:15]=1, predict the reactants needed to synthesize it. The reactants are: [N:1]([C:4]1[CH:8]=[CH:7][S:6][C:5]=1[C:9]([O:11]C)=O)=[C:2]=[S:3].[Cl:13][C:14]1[N:19]=[CH:18][C:17]([NH2:20])=[CH:16][CH:15]=1.